From a dataset of Full USPTO retrosynthesis dataset with 1.9M reactions from patents (1976-2016). Predict the reactants needed to synthesize the given product. (1) Given the product [C:1]([O:5][C:6]([N:8]1[C:34]2[C:29](=[CH:30][CH:31]=[C:32]([CH:37]3[CH2:39][CH2:38]3)[CH:33]=2)[C:10]2([CH:15]([C:16]3[CH:21]=[CH:20][CH:19]=[C:18]([Cl:22])[CH:17]=3)[CH2:14][C:13](=[O:23])[NH:12][CH:11]2[C:24]2([CH2:27][CH3:28])[CH2:26][CH2:25]2)[C:9]1=[O:36])=[O:7])([CH3:4])([CH3:3])[CH3:2], predict the reactants needed to synthesize it. The reactants are: [C:1]([O:5][C:6]([N:8]1[C:34]2[C:29](=[CH:30][CH:31]=[C:32](Br)[CH:33]=2)[C:10]2([CH:15]([C:16]3[CH:21]=[CH:20][CH:19]=[C:18]([Cl:22])[CH:17]=3)[CH2:14][C:13](=[O:23])[NH:12][CH:11]2[C:24]2([CH2:27][CH3:28])[CH2:26][CH2:25]2)[C:9]1=[O:36])=[O:7])([CH3:4])([CH3:3])[CH3:2].[CH:37]1(B(O)O)[CH2:39][CH2:38]1.[O-]P([O-])([O-])=O.[K+].[K+].[K+].O. (2) Given the product [CH3:26][O:25][C:14](=[O:24])[C:15]1[CH:23]=[CH:22][C:20]([O:21][Si:6]([C:9]([CH3:12])([CH3:11])[CH3:10])([CH3:8])[CH3:7])=[C:17]([O:18][CH3:19])[CH:16]=1, predict the reactants needed to synthesize it. The reactants are: N1C=CN=C1.[Si:6](Cl)([C:9]([CH3:12])([CH3:11])[CH3:10])([CH3:8])[CH3:7].[C:14]([O:25][CH2:26]C)(=[O:24])[C:15]1[CH:23]=[CH:22][C:20]([OH:21])=[C:17]([O:18][CH3:19])[CH:16]=1. (3) Given the product [CH3:1][O:2][C:3](=[O:14])[CH2:4][O:5][C:6]1[CH:11]=[C:10]([Br:15])[C:9]([OH:12])=[CH:8][C:7]=1[CH3:13], predict the reactants needed to synthesize it. The reactants are: [CH3:1][O:2][C:3](=[O:14])[CH2:4][O:5][C:6]1[CH:11]=[CH:10][C:9]([OH:12])=[CH:8][C:7]=1[CH3:13].[Br:15]Br. (4) The reactants are: CC(OC([N:8]1[CH2:14][C:13]2[CH:15]=[C:16]([B:19]([OH:21])[OH:20])[CH:17]=[CH:18][C:12]=2[O:11][CH2:10][CH2:9]1)=O)(C)C.[ClH:22]. Given the product [ClH:22].[O:11]1[C:12]2[CH:18]=[CH:17][C:16]([B:19]([OH:21])[OH:20])=[CH:15][C:13]=2[CH2:14][NH:8][CH2:9][CH2:10]1, predict the reactants needed to synthesize it. (5) Given the product [CH2:67]([N:58]1[C:52]2[NH:53][CH:54]([CH3:57])[CH2:55][S:56][CH:50]([C:47]3[CH:48]=[CH:49][C:44]([C:23]([NH2:78])=[O:22])=[CH:45][C:46]=3[CH3:69])[C:51]=2[C:60]([C:61]2[CH:66]=[CH:65][CH:64]=[CH:63][N:62]=2)=[N:59]1)[CH3:68], predict the reactants needed to synthesize it. The reactants are: CC1(C)C2[C:23](=C(P(C3C=CC=CC=3)C3C=CC=CC=3)C=CC=2)[O:22]C2C(P(C3C=CC=CC=3)C3C=CC=CC=3)=CC=CC1=2.Br[C:44]1[CH:49]=[CH:48][C:47]([CH:50]2[S:56][CH2:55][CH:54]([CH3:57])[NH:53][C:52]3[N:58]([CH2:67][CH3:68])[N:59]=[C:60]([C:61]4[CH:66]=[CH:65][CH:64]=[CH:63][N:62]=4)[C:51]2=3)=[C:46]([CH3:69])[CH:45]=1.C(O)(=O)C(O)=O.C([NH:78]N)C.BrC1C=CC(C=O)=C(C)C=1.SCC(=O)C.N#N. (6) Given the product [S:8]1[CH2:11][CH2:10][NH:1][C:2]2[CH:7]=[CH:6][CH:5]=[CH:4][C:3]1=2, predict the reactants needed to synthesize it. The reactants are: [NH2:1][C:2]1[CH:7]=[CH:6][CH:5]=[CH:4][C:3]=1[SH:8].Br[CH2:10][CH2:11]Br.CCN(C(C)C)C(C)C.[BH4-].[Na+]. (7) Given the product [CH3:6][C:7]1[O:13][CH2:12][CH2:11][C:10]([CH3:14])([CH3:9])[N:8]=1, predict the reactants needed to synthesize it. The reactants are: OS(O)(=O)=O.[CH3:6][C:7]#[N:8].[CH3:9][C:10](O)([CH3:14])[CH2:11][CH2:12][OH:13].